This data is from Forward reaction prediction with 1.9M reactions from USPTO patents (1976-2016). The task is: Predict the product of the given reaction. (1) The product is: [CH2:32]([O:31][CH:4]([CH2:5][C:6]1[CH:11]=[CH:10][C:9]([O:12][CH2:13][C:14]2[S:18][C:17]([C:19]3[CH:24]=[CH:23][C:22]([C:25]([F:28])([F:27])[F:26])=[CH:21][CH:20]=3)=[N:16][C:15]=2[CH3:29])=[CH:8][C:7]=1[CH3:30])[C:3]([OH:36])=[O:2])[CH2:33][CH2:34][CH3:35]. Given the reactants C[O:2][C:3](=[O:36])[CH:4]([O:31][CH2:32][CH2:33][CH2:34][CH3:35])[CH2:5][C:6]1[CH:11]=[CH:10][C:9]([O:12][CH2:13][C:14]2[S:18][C:17]([C:19]3[CH:24]=[CH:23][C:22]([C:25]([F:28])([F:27])[F:26])=[CH:21][CH:20]=3)=[N:16][C:15]=2[CH3:29])=[CH:8][C:7]=1[CH3:30].[Li+].[OH-], predict the reaction product. (2) The product is: [CH3:11][NH:10][C:9](=[O:18])[C@H:8]([CH2:1][C:2]1[CH:7]=[CH:6][CH:5]=[CH:4][CH:3]=1)[NH2:12]. Given the reactants [CH2:1]([C@@H:8]1[NH:12][C@H:11](C(C)(C)C)[N:10](C)[C:9]1=[O:18])[C:2]1[CH:7]=[CH:6][CH:5]=[CH:4][CH:3]=1.COC(=O)[C@H](CC1C=CC=CC=1)N, predict the reaction product. (3) Given the reactants [CH2:1]([O:3][C:4]1[CH:13]=[CH:12][C:7]([C:8]([O:10][CH3:11])=[O:9])=[CH:6][C:5]=1I)[CH3:2].C([N:17](CC)CC)C.[C:22]1([CH3:28])[CH:27]=[CH:26][CH:25]=[CH:24][CH:23]=1, predict the reaction product. The product is: [CH2:1]([O:3][C:4]1[CH:13]=[CH:12][C:7]([C:8]([O:10][CH3:11])=[O:9])=[CH:6][C:5]=1[C:28]#[C:22][C:23]1[CH:24]=[CH:25][CH:26]=[CH:27][N:17]=1)[CH3:2]. (4) Given the reactants [F:1][CH:2]([F:38])[CH2:3][N:4]1[C:12]2[C:7](=[CH:8][C:9]([CH3:37])=[CH:10][C:11]=2[CH:13]([O:15][CH2:16][C:17]2([C:30]3[CH:35]=[CH:34][C:33]([F:36])=[CH:32][CH:31]=3)[CH2:22][CH2:21][N:20]([C:23](OC(C)(C)C)=O)[CH2:19][CH2:18]2)[CH3:14])[CH:6]=[N:5]1.C([BH3-])#N.[Na+].C=O, predict the reaction product. The product is: [F:38][CH:2]([F:1])[CH2:3][N:4]1[C:12]2[C:7](=[CH:8][C:9]([CH3:37])=[CH:10][C:11]=2[CH:13]([O:15][CH2:16][C:17]2([C:30]3[CH:31]=[CH:32][C:33]([F:36])=[CH:34][CH:35]=3)[CH2:18][CH2:19][N:20]([CH3:23])[CH2:21][CH2:22]2)[CH3:14])[CH:6]=[N:5]1. (5) Given the reactants [CH:1]([C:4]1[CH:9]=[CH:8][C:7]([S:10]([NH:13][C:14]2[CH:19]=[CH:18][C:17]([C@@H:20]3[CH2:24][CH2:23][NH:22][CH2:21]3)=[CH:16][CH:15]=2)(=[O:12])=[O:11])=[CH:6][CH:5]=1)([CH3:3])[CH3:2].C(N(CC)CC)C.[C:32]([O:35][CH2:36][CH2:37][CH2:38]Br)(=[O:34])[CH3:33], predict the reaction product. The product is: [CH:1]([C:4]1[CH:9]=[CH:8][C:7]([S:10]([NH:13][C:14]2[CH:19]=[CH:18][C:17]([C@@H:20]3[CH2:24][CH2:23][N:22]([CH2:38][CH2:37][CH2:36][O:35][C:32](=[O:34])[CH3:33])[CH2:21]3)=[CH:16][CH:15]=2)(=[O:11])=[O:12])=[CH:6][CH:5]=1)([CH3:3])[CH3:2]. (6) Given the reactants [CH2:1]([OH:6])[CH2:2][CH2:3][CH2:4][OH:5].[Cl:7][CH2:8][C:9]([OH:11])=O, predict the reaction product. The product is: [Cl:7][CH2:8][C:9]([O:5][CH2:4][CH2:3][CH2:2][CH2:1][O:6][C:9](=[O:11])[CH2:8][Cl:7])=[O:11].